This data is from NCI-60 drug combinations with 297,098 pairs across 59 cell lines. The task is: Regression. Given two drug SMILES strings and cell line genomic features, predict the synergy score measuring deviation from expected non-interaction effect. (1) Drug 1: CC(C1=C(C=CC(=C1Cl)F)Cl)OC2=C(N=CC(=C2)C3=CN(N=C3)C4CCNCC4)N. Drug 2: CCC(=C(C1=CC=CC=C1)C2=CC=C(C=C2)OCCN(C)C)C3=CC=CC=C3.C(C(=O)O)C(CC(=O)O)(C(=O)O)O. Cell line: SK-OV-3. Synergy scores: CSS=11.8, Synergy_ZIP=1.94, Synergy_Bliss=6.45, Synergy_Loewe=6.23, Synergy_HSA=6.30. (2) Drug 1: CCCS(=O)(=O)NC1=C(C(=C(C=C1)F)C(=O)C2=CNC3=C2C=C(C=N3)C4=CC=C(C=C4)Cl)F. Drug 2: CS(=O)(=O)C1=CC(=C(C=C1)C(=O)NC2=CC(=C(C=C2)Cl)C3=CC=CC=N3)Cl. Cell line: K-562. Synergy scores: CSS=12.0, Synergy_ZIP=-3.55, Synergy_Bliss=-9.49, Synergy_Loewe=-47.5, Synergy_HSA=-12.0. (3) Drug 1: CC(CN1CC(=O)NC(=O)C1)N2CC(=O)NC(=O)C2. Drug 2: C1=NC2=C(N=C(N=C2N1C3C(C(C(O3)CO)O)O)F)N. Cell line: A549. Synergy scores: CSS=24.4, Synergy_ZIP=-2.25, Synergy_Bliss=-5.46, Synergy_Loewe=-9.97, Synergy_HSA=-5.77. (4) Drug 1: CC1=C(C=C(C=C1)NC2=NC=CC(=N2)N(C)C3=CC4=NN(C(=C4C=C3)C)C)S(=O)(=O)N.Cl. Drug 2: C1C(C(OC1N2C=C(C(=O)NC2=O)F)CO)O. Cell line: PC-3. Synergy scores: CSS=56.8, Synergy_ZIP=18.5, Synergy_Bliss=18.0, Synergy_Loewe=-20.7, Synergy_HSA=18.9. (5) Drug 1: CS(=O)(=O)CCNCC1=CC=C(O1)C2=CC3=C(C=C2)N=CN=C3NC4=CC(=C(C=C4)OCC5=CC(=CC=C5)F)Cl. Drug 2: COCCOC1=C(C=C2C(=C1)C(=NC=N2)NC3=CC=CC(=C3)C#C)OCCOC. Cell line: UACC62. Synergy scores: CSS=51.6, Synergy_ZIP=1.99, Synergy_Bliss=4.00, Synergy_Loewe=4.87, Synergy_HSA=7.21. (6) Drug 2: C(CCl)NC(=O)N(CCCl)N=O. Cell line: NCI-H226. Drug 1: CC1=C(C(=CC=C1)Cl)NC(=O)C2=CN=C(S2)NC3=CC(=NC(=N3)C)N4CCN(CC4)CCO. Synergy scores: CSS=6.88, Synergy_ZIP=1.02, Synergy_Bliss=7.53, Synergy_Loewe=0.780, Synergy_HSA=4.29.